From a dataset of Peptide-MHC class II binding affinity with 134,281 pairs from IEDB. Regression. Given a peptide amino acid sequence and an MHC pseudo amino acid sequence, predict their binding affinity value. This is MHC class II binding data. The peptide sequence is AMTDTTPFGQQRVFK. The MHC is DRB1_0701 with pseudo-sequence DRB1_0701. The binding affinity (normalized) is 0.377.